Dataset: Full USPTO retrosynthesis dataset with 1.9M reactions from patents (1976-2016). Task: Predict the reactants needed to synthesize the given product. (1) Given the product [Cl:1][CH2:2][CH2:3][C:5]1[C:13]2[C:8](=[N:9][CH:10]=[CH:11][CH:12]=2)[NH:7][CH:6]=1, predict the reactants needed to synthesize it. The reactants are: [Cl:1][CH2:2][C:3]([C:5]1[C:13]2[C:8](=[N:9][CH:10]=[CH:11][CH:12]=2)[NH:7][CH:6]=1)=O.C([SiH](CC)CC)C. (2) Given the product [N:9]([N:1]1[CH2:5][CH2:4][CH2:3][C@H:2]1[CH2:6][OH:7])=[O:10], predict the reactants needed to synthesize it. The reactants are: [NH:1]1[CH2:5][CH2:4][CH2:3][C@H:2]1[CH2:6][OH:7].Cl.[N:9]([O-])=[O:10].[Na+].C(=O)([O-])[O-].[Na+].[Na+].